Dataset: Reaction yield outcomes from USPTO patents with 853,638 reactions. Task: Predict the reaction yield, written as a fraction of the theoretical maximum amount of product (1.0 means a 100% yield; for example, 0.34 means a 34% yield). (1) The reactants are O=[C:2]([CH:7]1[CH2:16][CH2:15][C:14]2[C:9](=[CH:10][CH:11]=[C:12]([CH:17]=[CH2:18])[CH:13]=2)[C:8]1=[O:19])[C:3]([O:5][CH3:6])=[O:4].Cl.[NH2:21]O. The catalyst is CO. The product is [CH:17]([C:12]1[CH:13]=[C:14]2[C:9](=[CH:10][CH:11]=1)[C:8]1[O:19][N:21]=[C:2]([C:3]([O:5][CH3:6])=[O:4])[C:7]=1[CH2:16][CH2:15]2)=[CH2:18]. The yield is 0.351. (2) The catalyst is CO. The product is [NH2:28][CH2:2][CH2:3][O:4][C:5]1[CH:10]=[CH:9][C:8]([NH:11][C:12](=[O:21])[C:13]2[CH:18]=[CH:17][CH:16]=[C:15]([O:19][CH3:20])[CH:14]=2)=[CH:7][C:6]=1[C:22]1[N:23]([CH3:27])[N:24]=[CH:25][CH:26]=1. The reactants are Br[CH2:2][CH2:3][O:4][C:5]1[CH:10]=[CH:9][C:8]([NH:11][C:12](=[O:21])[C:13]2[CH:18]=[CH:17][CH:16]=[C:15]([O:19][CH3:20])[CH:14]=2)=[CH:7][C:6]=1[C:22]1[N:23]([CH3:27])[N:24]=[CH:25][CH:26]=1.[NH3:28]. The yield is 0.530. (3) The reactants are Br[C:2]1[C:3]([CH3:15])=[C:4]([CH3:14])[C:5]2[O:9][C:8]([CH3:11])([CH3:10])[CH2:7][C:6]=2[C:12]=1[CH3:13].[F:16][C:17]1[CH:22]=[CH:21][C:20]([N:23]2[CH2:28][CH2:27][NH:26][CH2:25][CH2:24]2)=[CH:19][CH:18]=1. No catalyst specified. The product is [F:16][C:17]1[CH:18]=[CH:19][C:20]([N:23]2[CH2:28][CH2:27][N:26]([C:2]3[C:3]([CH3:15])=[C:4]([CH3:14])[C:5]4[O:9][C:8]([CH3:11])([CH3:10])[CH2:7][C:6]=4[C:12]=3[CH3:13])[CH2:25][CH2:24]2)=[CH:21][CH:22]=1. The yield is 0.270. (4) The reactants are [Cl:1][C:2]1[C:11]([CH:12]([OH:14])[CH3:13])=[CH:10][C:9]2[C:4](=[C:5]([F:15])[CH:6]=[CH:7][CH:8]=2)[N:3]=1. The catalyst is [O-2].[O-2].[Mn+4].C1(C)C=CC=CC=1. The product is [Cl:1][C:2]1[C:11]([C:12](=[O:14])[CH3:13])=[CH:10][C:9]2[C:4](=[C:5]([F:15])[CH:6]=[CH:7][CH:8]=2)[N:3]=1. The yield is 0.720.